This data is from Full USPTO retrosynthesis dataset with 1.9M reactions from patents (1976-2016). The task is: Predict the reactants needed to synthesize the given product. (1) Given the product [Br:1][C:2]1[CH:3]=[C:4]([N+:9]([O-:11])=[O:10])[CH:5]=[CH:6][C:7]=1[S:14][CH2:12][CH3:13], predict the reactants needed to synthesize it. The reactants are: [Br:1][C:2]1[CH:3]=[C:4]([N+:9]([O-:11])=[O:10])[CH:5]=[CH:6][C:7]=1F.[CH2:12]([SH:14])[CH3:13].C(=O)([O-])[O-].[K+].[K+]. (2) The reactants are: [OH:1][B:2]1[C:6]2[CH:7]=[CH:8][C:9](/[CH:11]=[N:12]/[OH:13])=[CH:10][C:5]=2[C:4]([CH3:15])([CH3:14])[O:3]1.C1C(=O)N(Cl)C(=O)C1.[Cl:24][C:25]1[C:30]([F:31])=[CH:29][C:28]([C:32]([C:34]([F:37])([F:36])[F:35])=[CH2:33])=[CH:27][C:26]=1[F:38].Cl. Given the product [Cl:24][C:25]1[C:26]([F:38])=[CH:27][C:28]([C:32]2([C:34]([F:37])([F:35])[F:36])[O:13][N:12]=[C:11]([C:9]3[CH:8]=[CH:7][C:6]4[B:2]([OH:1])[O:3][C:4]([CH3:15])([CH3:14])[C:5]=4[CH:10]=3)[CH2:33]2)=[CH:29][C:30]=1[F:31], predict the reactants needed to synthesize it.